Dataset: Reaction yield outcomes from USPTO patents with 853,638 reactions. Task: Predict the reaction yield, written as a fraction of the theoretical maximum amount of product (1.0 means a 100% yield; for example, 0.34 means a 34% yield). The reactants are [C:1]([C:4]1[CH:15]=[C:14]([N+:16]([O-])=O)[C:7]([O:8][CH2:9][C:10](OC)=[O:11])=[C:6]([CH3:19])[CH:5]=1)(=[O:3])[CH3:2]. The catalyst is C(O)(=O)C.[Zn]. The product is [C:1]([C:4]1[CH:5]=[C:6]([CH3:19])[C:7]2[O:8][CH2:9][C:10](=[O:11])[NH:16][C:14]=2[CH:15]=1)(=[O:3])[CH3:2]. The yield is 0.950.